Dataset: Peptide-MHC class II binding affinity with 134,281 pairs from IEDB. Task: Regression. Given a peptide amino acid sequence and an MHC pseudo amino acid sequence, predict their binding affinity value. This is MHC class II binding data. The binding affinity (normalized) is 0.757. The peptide sequence is IAATAGTTVYGAFAA. The MHC is HLA-DQA10501-DQB10301 with pseudo-sequence HLA-DQA10501-DQB10301.